This data is from Full USPTO retrosynthesis dataset with 1.9M reactions from patents (1976-2016). The task is: Predict the reactants needed to synthesize the given product. Given the product [F:14][C:15]1[CH:16]=[C:17]([CH:22]2[CH2:27][CH2:26][CH2:25][N:24]3[N:28]=[C:29]([NH:31][CH:10]4[CH2:11][CH2:12][N:7]([C:5]5[O:6][C:2]([CH3:1])=[N:3][N:4]=5)[CH2:8][CH2:9]4)[N:30]=[C:23]23)[CH:18]=[CH:19][C:20]=1[F:21], predict the reactants needed to synthesize it. The reactants are: [CH3:1][C:2]1[O:6][C:5]([N:7]2[CH2:12][CH2:11][C:10](=O)[CH2:9][CH2:8]2)=[N:4][N:3]=1.[F:14][C:15]1[CH:16]=[C:17]([CH:22]2[CH2:27][CH2:26][CH2:25][N:24]3[N:28]=[C:29]([NH2:31])[N:30]=[C:23]23)[CH:18]=[CH:19][C:20]=1[F:21].C(O)C.[BH4-].[Na+].